This data is from Orexin1 receptor HTS with 218,158 compounds and 233 confirmed actives. The task is: Binary Classification. Given a drug SMILES string, predict its activity (active/inactive) in a high-throughput screening assay against a specified biological target. (1) The drug is s1c(/C=C(/NC(=O)c2ccc(cc2)C)C(=O)NC2CCCCC2)ccc1. The result is 0 (inactive). (2) The result is 0 (inactive). The drug is O=C1N(C(=O)C2C1CCCC2)C(C)C(OCc1c2c(oc(=O)c1)cc(NC(=O)C)cc2)=O. (3) The drug is O(C(C(=O)Nc1cc(OC)ccc1)C)C(=O)c1n[nH]c2c1cccc2. The result is 0 (inactive).